Dataset: Catalyst prediction with 721,799 reactions and 888 catalyst types from USPTO. Task: Predict which catalyst facilitates the given reaction. (1) Reactant: N12CCCN=C1CCCCC2.[F:12]C(F)(S(F)(=O)=O)C(F)(F)C(F)(F)C(F)(F)F.[Cl:29][CH2:30][CH2:31][CH2:32][CH2:33][CH2:34][CH2:35][CH2:36][CH2:37][CH2:38][C@@H:39]1[CH2:56][C:55]2[C@H:50]([CH2:51][CH2:52][C:53](=[O:57])[CH:54]=2)[C@@H:49]2[C@@H:40]1[C@H:41]1[C@@:45]([CH2:47][CH:48]2O)([CH3:46])[C:44](=[O:59])[CH2:43][CH2:42]1. Product: [Cl:29][CH2:30][CH2:31][CH2:32][CH2:33][CH2:34][CH2:35][CH2:36][CH2:37][CH2:38][C@@H:39]1[CH2:56][C:55]2[C@H:50]([CH2:51][CH2:52][C:53](=[O:57])[CH:54]=2)[C@@H:49]2[C@@H:40]1[C@H:41]1[C@@:45]([CH2:47][C@@H:48]2[F:12])([CH3:46])[C:44](=[O:59])[CH2:43][CH2:42]1. The catalyst class is: 13. (2) Reactant: [Cl:1][C:2]1[CH:23]=[CH:22][C:5]([O:6][CH2:7][C@H:8]([OH:21])[CH2:9][N:10]2[C:14](=[O:15])[C:13]3=[CH:16][CH:17]=[CH:18][CH:19]=[C:12]3[C:11]2=[O:20])=[C:4]([O:24][C:25](=[O:27])[CH3:26])[CH:3]=1.C(N(CC)CC)C.[CH3:35][S:36](Cl)(=[O:38])=[O:37]. Product: [Cl:1][C:2]1[CH:23]=[CH:22][C:5]([O:6][CH2:7][C@H:8]([O:21][S:36]([CH3:35])(=[O:38])=[O:37])[CH2:9][N:10]2[C:14](=[O:15])[C:13]3=[CH:16][CH:17]=[CH:18][CH:19]=[C:12]3[C:11]2=[O:20])=[C:4]([O:24][C:25](=[O:27])[CH3:26])[CH:3]=1. The catalyst class is: 13. (3) Reactant: Cl[C:2]1[N:11]=[C:10]([N:12]2[CH2:17][CH2:16][O:15][CH2:14][CH2:13]2)[C:9]2[C:4](=[CH:5][C:6]([C:18]([OH:21])([CH3:20])[CH3:19])=[CH:7][CH:8]=2)[N:3]=1.[CH3:22][N:23]([CH3:51])[C:24](=[O:50])[C:25]1[CH:30]=[CH:29][C:28]([NH:31][C:32]([NH:34][C:35]2[CH:40]=[CH:39][C:38](B3OC(C)(C)C(C)(C)O3)=[CH:37][CH:36]=2)=[O:33])=[CH:27][CH:26]=1.C(=O)([O-])[O-].[Cs+].[Cs+].CN(C=O)C. Product: [OH:21][C:18]([C:6]1[CH:5]=[C:4]2[C:9]([C:10]([N:12]3[CH2:17][CH2:16][O:15][CH2:14][CH2:13]3)=[N:11][C:2]([C:38]3[CH:37]=[CH:36][C:35]([NH:34][C:32](=[O:33])[NH:31][C:28]4[CH:27]=[CH:26][C:25]([C:24]([N:23]([CH3:51])[CH3:22])=[O:50])=[CH:30][CH:29]=4)=[CH:40][CH:39]=3)=[N:3]2)=[CH:8][CH:7]=1)([CH3:20])[CH3:19]. The catalyst class is: 189. (4) Reactant: C[O:2][C:3](=[O:52])[C@@H:4]([NH:18][C:19](=[O:51])[C:20]1[CH:25]=[C:24]([Br:26])[CH:23]=[CH:22][C:21]=1[O:27][CH2:28][C:29]1[CH:34]=[CH:33][C:32]([O:35][CH2:36][C:37]2[CH:42]=[CH:41][CH:40]=[CH:39][CH:38]=2)=[C:31]([O:43][CH2:44][C:45]2[CH:50]=[CH:49][CH:48]=[CH:47][CH:46]=2)[CH:30]=1)[CH2:5][C:6]1[CH:11]=[CH:10][C:9]([C:12]2[CH:17]=[CH:16][CH:15]=[CH:14][CH:13]=2)=[CH:8][CH:7]=1.[Li+].[OH-]. Product: [C:9]1([C:12]2[CH:17]=[CH:16][CH:15]=[CH:14][CH:13]=2)[CH:8]=[CH:7][C:6]([CH2:5][C@H:4]([NH:18][C:19](=[O:51])[C:20]2[CH:25]=[C:24]([Br:26])[CH:23]=[CH:22][C:21]=2[O:27][CH2:28][C:29]2[CH:34]=[CH:33][C:32]([O:35][CH2:36][C:37]3[CH:42]=[CH:41][CH:40]=[CH:39][CH:38]=3)=[C:31]([O:43][CH2:44][C:45]3[CH:46]=[CH:47][CH:48]=[CH:49][CH:50]=3)[CH:30]=2)[C:3]([OH:52])=[O:2])=[CH:11][CH:10]=1. The catalyst class is: 36. (5) Reactant: [C:1]([N:4]1[C:13]2[C:8](=[CH:9][CH:10]=[CH:11][CH:12]=2)[C:7](=[N:14][C:15]2[CH:20]=[CH:19][C:18]([CH2:21][O:22][Si:23]([C:36]([CH3:39])([CH3:38])[CH3:37])([C:30]3[CH:35]=[CH:34][CH:33]=[CH:32][CH:31]=3)[C:24]3[CH:29]=[CH:28][CH:27]=[CH:26][CH:25]=3)=[CH:17][CH:16]=2)[CH2:6][CH:5]1[CH3:40])(=[O:3])[CH3:2].[BH4-].[Na+].O.O.O.O.O.O.O.[Cl-].[Cl-].[Cl-].[Ce+3].Cl.C(=O)([O-])O.[Na+]. Product: [C:1]([N:4]1[C:13]2[C:8](=[CH:9][CH:10]=[CH:11][CH:12]=2)[CH:7]([NH:14][C:15]2[CH:20]=[CH:19][C:18]([CH2:21][O:22][Si:23]([C:36]([CH3:39])([CH3:38])[CH3:37])([C:24]3[CH:29]=[CH:28][CH:27]=[CH:26][CH:25]=3)[C:30]3[CH:31]=[CH:32][CH:33]=[CH:34][CH:35]=3)=[CH:17][CH:16]=2)[CH2:6][CH:5]1[CH3:40])(=[O:3])[CH3:2]. The catalyst class is: 5. (6) Reactant: [CH3:1][C:2]1[N:11]([CH:12]2[CH2:17][CH2:16][NH:15][CH2:14][CH2:13]2)[C:5]2[CH:6]=[N:7][C:8]([CH3:10])=[CH:9][C:4]=2[N:3]=1.[C:18]([O:22][C:23](=[O:36])[NH:24][C:25]1[CH:26]=[C:27]2[C:31](=[CH:32][CH:33]=1)[CH2:30][C@@H:29]([CH2:34]I)[CH2:28]2)([CH3:21])([CH3:20])[CH3:19].C(=O)([O-])[O-].[Cs+].[Cs+]. Product: [C:18]([O:22][C:23](=[O:36])[NH:24][C:25]1[CH:26]=[C:27]2[C:31](=[CH:32][CH:33]=1)[CH2:30][C@@H:29]([CH2:34][N:15]1[CH2:16][CH2:17][CH:12]([N:11]3[C:5]4[CH:6]=[N:7][C:8]([CH3:10])=[CH:9][C:4]=4[N:3]=[C:2]3[CH3:1])[CH2:13][CH2:14]1)[CH2:28]2)([CH3:21])([CH3:19])[CH3:20]. The catalyst class is: 10. (7) Reactant: [CH3:1][O:2][C:3]1[CH:4]=[C:5]2[C:10](=[CH:11][C:12]=1[OH:13])[N:9]=[CH:8][CH:7]=[C:6]2[O:14][C:15]1[C:16]([CH3:25])=[N:17][C:18]2[C:23]([CH:24]=1)=[CH:22][CH:21]=[CH:20][CH:19]=2.Br[CH2:27][CH2:28][N:29]1[C:37](=[O:38])[C:36]2[C:31](=[CH:32][CH:33]=[CH:34][CH:35]=2)[C:30]1=[O:39].C(=O)([O-])[O-].[K+].[K+]. Product: [CH3:1][O:2][C:3]1[CH:4]=[C:5]2[C:10](=[CH:11][C:12]=1[O:13][CH2:27][CH2:28][N:29]1[C:30](=[O:39])[C:31]3[C:36](=[CH:35][CH:34]=[CH:33][CH:32]=3)[C:37]1=[O:38])[N:9]=[CH:8][CH:7]=[C:6]2[O:14][C:15]1[C:16]([CH3:25])=[N:17][C:18]2[C:23]([CH:24]=1)=[CH:22][CH:21]=[CH:20][CH:19]=2. The catalyst class is: 9. (8) Reactant: [O:1]=[C:2]1[NH:6][C@H:5]([CH2:7][N:8]2[C:16](=[O:17])[C:15]3[C:10](=[CH:11][CH:12]=[CH:13][CH:14]=3)[C:9]2=[O:18])[CH2:4][CH2:3]1.Br[CH2:20][CH2:21][CH:22]([CH3:24])[CH3:23].[H-].[Na+]. Product: [CH2:20]([N:6]1[C:2](=[O:1])[CH2:3][CH2:4][C@H:5]1[CH2:7][N:8]1[C:9](=[O:18])[C:10]2[C:15](=[CH:14][CH:13]=[CH:12][CH:11]=2)[C:16]1=[O:17])[CH2:21][CH:22]([CH3:24])[CH3:23]. The catalyst class is: 197. (9) Reactant: C[O:2][C:3](=[O:36])[C:4]1[CH:35]=[CH:34][CH:33]=[C:6]([C:7]([NH:9][C@@H:10]([CH2:26][C:27]2[CH:32]=[CH:31][CH:30]=[CH:29][CH:28]=2)[C@H:11]([OH:25])[CH2:12][NH:13][CH2:14][C:15]2[CH:20]=[CH:19][CH:18]=[C:17]([C:21]([F:24])([F:23])[F:22])[CH:16]=2)=[O:8])[CH:5]=1.O[Li].O.O. Product: [CH2:26]([C@H:10]([NH:9][C:7](=[O:8])[C:6]1[CH:5]=[C:4]([CH:35]=[CH:34][CH:33]=1)[C:3]([OH:36])=[O:2])[C@H:11]([OH:25])[CH2:12][NH:13][CH2:14][C:15]1[CH:20]=[CH:19][CH:18]=[C:17]([C:21]([F:23])([F:24])[F:22])[CH:16]=1)[C:27]1[CH:28]=[CH:29][CH:30]=[CH:31][CH:32]=1. The catalyst class is: 1.